From a dataset of Full USPTO retrosynthesis dataset with 1.9M reactions from patents (1976-2016). Predict the reactants needed to synthesize the given product. (1) Given the product [CH2:1]([O:3][C:4]1[C:13]2[C:8](=[CH:9][CH:10]=[C:11]([CH:14]=[C:15]3[S:19][C:18]([S:20][CH2:28][CH3:29])=[N:17][C:16]3=[O:21])[CH:12]=2)[N:7]=[CH:6][C:5]=1[S:22]([CH3:25])(=[O:23])=[O:24])[CH3:2], predict the reactants needed to synthesize it. The reactants are: [CH2:1]([O:3][C:4]1[C:13]2[C:8](=[CH:9][CH:10]=[C:11]([CH:14]=[C:15]3[S:19][C:18](=[S:20])[NH:17][C:16]3=[O:21])[CH:12]=2)[N:7]=[CH:6][C:5]=1[S:22]([CH3:25])(=[O:24])=[O:23])[CH3:2].IC.[CH:28](N(C(C)C)CC)(C)[CH3:29]. (2) Given the product [CH2:43]([N:45]1[C:46](=[O:57])[C:47]2[C:48](=[CH:49][CH:50]=[C:51]([N+:53]([O-:55])=[O:54])[CH:52]=2)[C:59]2[CH:60]=[CH:61][CH:62]=[CH:63][C:58]1=2)[CH3:44], predict the reactants needed to synthesize it. The reactants are: C1(P(C2C=CC=CC=2)CCCP(C2C=CC=CC=2)C2C=CC=CC=2)C=CC=CC=1.C(P(CCCC)CCCC)CCC.[CH2:43]([N:45]([C:58]1[CH:63]=[CH:62][CH:61]=[CH:60][CH:59]=1)[C:46](=[O:57])[C:47]1[CH:52]=[C:51]([N+:53]([O-:55])=[O:54])[CH:50]=[CH:49][C:48]=1Br)[CH3:44]. (3) Given the product [F:26][CH2:25][CH2:24][N:19]1[CH2:18][CH2:17][N:16]([C:11]2[CH:12]=[CH:13][CH:14]=[CH:15][C:10]=2[CH:4]2[CH2:3][C:2]([CH3:22])([CH3:1])[CH2:7][C:6]([CH3:8])([CH3:9])[CH2:5]2)[CH2:21][CH2:20]1, predict the reactants needed to synthesize it. The reactants are: [CH3:1][C:2]1([CH3:22])[CH2:7][C:6]([CH3:9])([CH3:8])[CH2:5][CH:4]([C:10]2[CH:15]=[CH:14][CH:13]=[CH:12][C:11]=2[N:16]2[CH2:21][CH2:20][NH:19][CH2:18][CH2:17]2)[CH2:3]1.Br[CH2:24][CH2:25][F:26].[I-].[Na+].C(=O)([O-])[O-].[K+].[K+].C(=O)([O-])O.[Na+]. (4) Given the product [Cl:31][C:18]1[CH:17]=[C:16]([CH:21]=[CH:20][C:19]=1[O:22][CH2:23][C:24]1[CH:29]=[CH:28][CH:27]=[C:26]([F:30])[CH:25]=1)[NH:15][C:9]1[C:8]2[C:13](=[CH:14][C:5]([O:4][CH2:3][CH2:2][N:42]([CH2:41][CH2:40][O:39][CH3:38])[CH3:43])=[CH:6][C:7]=2[O:32][CH:33]2[CH2:37][CH2:36][O:35][CH2:34]2)[N:12]=[CH:11][N:10]=1, predict the reactants needed to synthesize it. The reactants are: Cl[CH2:2][CH2:3][O:4][C:5]1[CH:14]=[C:13]2[C:8]([C:9]([NH:15][C:16]3[CH:21]=[CH:20][C:19]([O:22][CH2:23][C:24]4[CH:29]=[CH:28][CH:27]=[C:26]([F:30])[CH:25]=4)=[C:18]([Cl:31])[CH:17]=3)=[N:10][CH:11]=[N:12]2)=[C:7]([O:32][CH:33]2[CH2:37][CH2:36][O:35][CH2:34]2)[CH:6]=1.[CH3:38][O:39][CH2:40][CH2:41][NH:42][CH3:43]. (5) Given the product [CH2:15]([O:14][C:12](=[O:13])[NH:1][C:2]1[CH:9]=[CH:8][C:7]([Br:10])=[CH:6][C:3]=1[C:4]#[N:5])[CH3:16], predict the reactants needed to synthesize it. The reactants are: [NH2:1][C:2]1[CH:9]=[CH:8][C:7]([Br:10])=[CH:6][C:3]=1[C:4]#[N:5].Cl[C:12]([O:14][CH2:15][CH3:16])=[O:13]. (6) Given the product [C:3]([O:7][C:8]([NH:10][C:11]([CH3:28])([CH3:27])[CH2:12][C:13]1[N:17]([CH2:18][CH2:19][O:20][CH3:21])[N:16]=[C:15]([C:22]([OH:24])=[O:23])[CH:14]=1)=[O:9])([CH3:6])([CH3:4])[CH3:5], predict the reactants needed to synthesize it. The reactants are: [OH-].[Li+].[C:3]([O:7][C:8]([NH:10][C:11]([CH3:28])([CH3:27])[CH2:12][C:13]1[N:17]([CH2:18][CH2:19][O:20][CH3:21])[N:16]=[C:15]([C:22]([O:24]CC)=[O:23])[CH:14]=1)=[O:9])([CH3:6])([CH3:5])[CH3:4].